Dataset: Reaction yield outcomes from USPTO patents with 853,638 reactions. Task: Predict the reaction yield, written as a fraction of the theoretical maximum amount of product (1.0 means a 100% yield; for example, 0.34 means a 34% yield). (1) The reactants are Cl[C:2]1[CH:3]=[C:4]2[C:9](=[CH:10][CH:11]=1)[N:8]=[CH:7][CH:6]=[C:5]2[O:12][CH3:13].CC(C)([O-])C.[K+].[CH3:20][C:21]1[N:26]=[C:25]([C:27](=[O:29])[CH3:28])[CH:24]=[CH:23][CH:22]=1.C(O)(=O)C. The catalyst is O.C([O-])(=O)C.[Pd+2].C([O-])(=O)C.C1(P(C2CCCCC2)C2C=CC=CC=2C2C=CC=CC=2N(C)C)CCCCC1. The product is [CH3:13][O:12][C:5]1[C:4]2[C:9](=[CH:10][CH:11]=[C:2]([CH2:28][C:27]([C:25]3[CH:24]=[CH:23][CH:22]=[C:21]([CH3:20])[N:26]=3)=[O:29])[CH:3]=2)[N:8]=[CH:7][CH:6]=1. The yield is 0.560. (2) The reactants are [O:1]([C:8]1[N:13]=[CH:12][C:11]([C:14](=[O:16])[CH3:15])=[CH:10][N:9]=1)[C:2]1[CH:7]=[CH:6][CH:5]=[CH:4][CH:3]=1.[Br-:17].[Br-].[Br-].C([N+](CCCC)(CCCC)CCCC)CCC.C([N+](CCCC)(CCCC)CCCC)CCC.C([N+](CCCC)(CCCC)CCCC)CCC.CCCCCC. The catalyst is ClCCl. The product is [Br:17][CH2:15][C:14]([C:11]1[CH:12]=[N:13][C:8]([O:1][C:2]2[CH:3]=[CH:4][CH:5]=[CH:6][CH:7]=2)=[N:9][CH:10]=1)=[O:16]. The yield is 0.680. (3) The reactants are [OH-].[Na+].[CH3:3][C:4]1[N:5]=[C:6]2[CH:11]=[N:10][CH:9]=[CH:8][N:7]2[C:12]=1[C:13]([O:15]CC)=[O:14].Cl. The catalyst is O. The product is [CH3:3][C:4]1[N:5]=[C:6]2[CH:11]=[N:10][CH:9]=[CH:8][N:7]2[C:12]=1[C:13]([OH:15])=[O:14]. The yield is 0.0600. (4) The reactants are [Cl-].O[NH3+:3].[C:4](=[O:7])([O-])[OH:5].[Na+].CS(C)=O.[CH2:13]([C:17]1[N:22]2[N:23]=[CH:24][CH:25]=[C:21]2[N:20]([C@H:26]2[CH2:31][CH2:30][C@H:29]([O:32][CH2:33][C:34]([OH:37])([CH3:36])[CH3:35])[CH2:28][CH2:27]2)[C:19](=[O:38])[C:18]=1[CH2:39][C:40]1[CH:45]=[CH:44][C:43]([C:46]2[C:47]([C:52]#[N:53])=[CH:48][CH:49]=[CH:50][CH:51]=2)=[C:42]([F:54])[CH:41]=1)[CH2:14][CH2:15][CH3:16]. The catalyst is C(OCC)(=O)C. The product is [CH2:13]([C:17]1[N:22]2[N:23]=[CH:24][CH:25]=[C:21]2[N:20]([C@H:26]2[CH2:31][CH2:30][C@H:29]([O:32][CH2:33][C:34]([OH:37])([CH3:35])[CH3:36])[CH2:28][CH2:27]2)[C:19](=[O:38])[C:18]=1[CH2:39][C:40]1[CH:45]=[CH:44][C:43]([C:46]2[CH:51]=[CH:50][CH:49]=[CH:48][C:47]=2[C:52]2[NH:3][C:4](=[O:7])[O:5][N:53]=2)=[C:42]([F:54])[CH:41]=1)[CH2:14][CH2:15][CH3:16]. The yield is 0.440. (5) The reactants are [O:1]1[CH2:4][CH:3]([OH:5])[CH2:2]1.[Br:6][C:7]1[CH:12]=[CH:11][C:10](O)=[CH:9][CH:8]=1.C1(P(C2C=CC=CC=2)C2C=CC=CC=2)C=CC=CC=1.CC(OC(/N=N/C(OC(C)C)=O)=O)C. The catalyst is C1COCC1.C(OCC)(=O)C. The product is [Br:6][C:7]1[CH:12]=[CH:11][C:10]([O:5][CH:3]2[CH2:4][O:1][CH2:2]2)=[CH:9][CH:8]=1. The yield is 0.530.